Dataset: NCI-60 drug combinations with 297,098 pairs across 59 cell lines. Task: Regression. Given two drug SMILES strings and cell line genomic features, predict the synergy score measuring deviation from expected non-interaction effect. (1) Drug 1: CC1=C2C(C(=O)C3(C(CC4C(C3C(C(C2(C)C)(CC1OC(=O)C(C(C5=CC=CC=C5)NC(=O)OC(C)(C)C)O)O)OC(=O)C6=CC=CC=C6)(CO4)OC(=O)C)OC)C)OC. Drug 2: CC12CCC3C(C1CCC2O)C(CC4=C3C=CC(=C4)O)CCCCCCCCCS(=O)CCCC(C(F)(F)F)(F)F. Cell line: OVCAR-5. Synergy scores: CSS=45.0, Synergy_ZIP=9.69, Synergy_Bliss=7.91, Synergy_Loewe=-20.7, Synergy_HSA=9.23. (2) Drug 1: CC1=C(C=C(C=C1)NC2=NC=CC(=N2)N(C)C3=CC4=NN(C(=C4C=C3)C)C)S(=O)(=O)N.Cl. Drug 2: COCCOC1=C(C=C2C(=C1)C(=NC=N2)NC3=CC=CC(=C3)C#C)OCCOC.Cl. Cell line: RPMI-8226. Synergy scores: CSS=-6.78, Synergy_ZIP=4.56, Synergy_Bliss=-1.78, Synergy_Loewe=-10.4, Synergy_HSA=-9.22. (3) Cell line: SK-MEL-5. Drug 2: COCCOC1=C(C=C2C(=C1)C(=NC=N2)NC3=CC=CC(=C3)C#C)OCCOC.Cl. Drug 1: C1=CC(=CC=C1CC(C(=O)O)N)N(CCCl)CCCl.Cl. Synergy scores: CSS=16.3, Synergy_ZIP=-3.44, Synergy_Bliss=0.454, Synergy_Loewe=-3.83, Synergy_HSA=-3.71. (4) Drug 1: C1=CC(=CC=C1CCC2=CNC3=C2C(=O)NC(=N3)N)C(=O)NC(CCC(=O)O)C(=O)O. Drug 2: C1=CC(=CC=C1CCCC(=O)O)N(CCCl)CCCl. Cell line: ACHN. Synergy scores: CSS=34.9, Synergy_ZIP=-0.660, Synergy_Bliss=-0.0848, Synergy_Loewe=1.87, Synergy_HSA=3.76. (5) Drug 1: C1CN1P(=S)(N2CC2)N3CC3. Cell line: UACC-257. Drug 2: N.N.Cl[Pt+2]Cl. Synergy scores: CSS=40.8, Synergy_ZIP=1.42, Synergy_Bliss=1.88, Synergy_Loewe=-4.57, Synergy_HSA=2.75. (6) Drug 1: CC(CN1CC(=O)NC(=O)C1)N2CC(=O)NC(=O)C2. Drug 2: CC(C)CN1C=NC2=C1C3=CC=CC=C3N=C2N. Cell line: OVCAR-5. Synergy scores: CSS=11.7, Synergy_ZIP=-4.31, Synergy_Bliss=-1.93, Synergy_Loewe=-1.86, Synergy_HSA=-2.00. (7) Drug 1: C1=CN(C(=O)N=C1N)C2C(C(C(O2)CO)O)O.Cl. Cell line: ACHN. Drug 2: C1C(C(OC1N2C=NC3=C(N=C(N=C32)Cl)N)CO)O. Synergy scores: CSS=76.4, Synergy_ZIP=-1.55, Synergy_Bliss=-1.63, Synergy_Loewe=-0.620, Synergy_HSA=3.26.